From a dataset of Reaction yield outcomes from USPTO patents with 853,638 reactions. Predict the reaction yield, written as a fraction of the theoretical maximum amount of product (1.0 means a 100% yield; for example, 0.34 means a 34% yield). (1) The reactants are [CH:1]1([C:4]2[N:9]=[C:8]([C:10]([NH:12][C:13]3[CH:21]=[N:20][CH:19]=[CH:18][C:14]=3[C:15]([OH:17])=O)=[O:11])[C:7]([NH:22][C:23]3[CH:24]=[N:25][CH:26]=[N:27][CH:28]=3)=[N:6][CH:5]=2)[CH2:3][CH2:2]1.[CH3:29][O:30][C:31]([CH3:35])([CH3:34])[CH2:32][NH2:33]. No catalyst specified. The product is [CH3:29][O:30][C:31]([CH3:35])([CH3:34])[CH2:32][NH:33][C:15]([C:14]1[CH:18]=[CH:19][N:20]=[CH:21][C:13]=1[NH:12][C:10]([C:8]1[C:7]([NH:22][C:23]2[CH:28]=[N:27][CH:26]=[N:25][CH:24]=2)=[N:6][CH:5]=[C:4]([CH:1]2[CH2:2][CH2:3]2)[N:9]=1)=[O:11])=[O:17]. The yield is 0.710. (2) The yield is 0.320. The product is [Br:1][C:2]1[C:3]([N:21]2[CH2:26][CH2:25][CH2:24][CH:23]([NH:27][C:28](=[O:34])[O:29][C:30]([CH3:32])([CH3:31])[CH3:33])[CH2:22]2)=[C:4]2[C:10]([NH:11][C:12](=[O:19])[C:13]3[CH:18]=[CH:17][CH:16]=[N:15][CH:14]=3)=[CH:9][NH:8][C:5]2=[N:6][CH:7]=1. The reactants are [Br:1][C:2]1[C:3](F)=[C:4]2[C:10]([NH:11][C:12](=[O:19])[C:13]3[CH:18]=[CH:17][CH:16]=[N:15][CH:14]=3)=[CH:9][NH:8][C:5]2=[N:6][CH:7]=1.[NH:21]1[CH2:26][CH2:25][CH2:24][CH:23]([NH:27][C:28](=[O:34])[O:29][C:30]([CH3:33])([CH3:32])[CH3:31])[CH2:22]1. The catalyst is CCCCO. (3) The reactants are [C:1]1([CH3:11])[CH:6]=[CH:5][C:4]([S:7]([Cl:10])(=[O:9])=[O:8])=[CH:3][CH:2]=1.C([O:15][C:16](=[O:18])[CH3:17])(=O)C.S(=O)(=O)(O)O.[C:24]([OH:27])(=[O:26])[CH3:25]. The catalyst is [O-2].[O-2].[O-2].[Cr+6]. The product is [C:24]([O:27][CH:11]([O:15][C:16](=[O:18])[CH3:17])[C:1]1[CH:2]=[CH:3][C:4]([S:7]([Cl:10])(=[O:9])=[O:8])=[CH:5][CH:6]=1)(=[O:26])[CH3:25]. The yield is 0.380. (4) The reactants are [Mg].Br[CH2:3][CH2:4][CH:5]=[C:6]([CH3:8])[CH3:7].CO[C:11]1[CH2:15][CH2:14][C:13](=[O:16])[CH:12]=1. The catalyst is C(OCC)C. The product is [CH3:7][C:6]([CH3:8])=[CH:5][CH2:4][CH2:3][C:11]1[CH2:15][CH2:14][C:13](=[O:16])[CH:12]=1. The yield is 0.650. (5) The reactants are [C:1]1([NH:7][C:8]2[CH:13]=[CH:12][CH:11]=[CH:10][CH:9]=2)[CH:6]=[CH:5][CH:4]=[CH:3][CH:2]=1.I[C:15]1[CH:20]=[CH:19][CH:18]=[C:17]([N+:21]([O-:23])=[O:22])[CH:16]=1.CC(C)([O-])C.[Na+]. The catalyst is C([O-])(=O)C.[Pd+2].C([O-])(=O)C.C1(C)C=CC=CC=1. The product is [N+:21]([C:17]1[CH:16]=[C:15]([CH:20]=[CH:19][CH:18]=1)[N:7]([C:8]1[CH:9]=[CH:10][CH:11]=[CH:12][CH:13]=1)[C:1]1[CH:6]=[CH:5][CH:4]=[CH:3][CH:2]=1)([O-:23])=[O:22]. The yield is 0.620. (6) The reactants are ClC1C(=O)C(C#N)=C(C#N)C(=O)C=1Cl.[N:15]1([CH2:24][C:25]2[CH:26]=[C:27]3[C:33]([C:34]4[CH:35]=[N:36][N:37]([CH3:39])[CH:38]=4)=[CH:32][NH:31][C:28]3=[N:29][CH:30]=2)[C:23]2[C:18](=[CH:19][CH:20]=[CH:21][CH:22]=2)[CH2:17][CH2:16]1.C([O-])(O)=O.[Na+]. The catalyst is C(Cl)Cl. The product is [N:15]1([CH2:24][C:25]2[CH:26]=[C:27]3[C:33]([C:34]4[CH:35]=[N:36][N:37]([CH3:39])[CH:38]=4)=[CH:32][NH:31][C:28]3=[N:29][CH:30]=2)[C:23]2[C:18](=[CH:19][CH:20]=[CH:21][CH:22]=2)[CH:17]=[CH:16]1. The yield is 0.260. (7) The reactants are C([O:3][C:4](=O)[CH2:5][O:6][C@H:7]1[CH2:10][C@H:9]([N:11]2[C:16](=[O:17])[C:15]([CH2:18][C:19]3[CH:24]=[CH:23][C:22]([C:25]4[CH:30]=[CH:29][CH:28]=[CH:27][C:26]=4[C:31]#[N:32])=[CH:21][CH:20]=3)=[C:14]([CH2:33][CH2:34][CH3:35])[N:13]3[N:36]=[CH:37][N:38]=[C:12]23)[CH2:8]1)C.[CH2:40]([Mg]Br)[CH3:41].[Cl-].[NH4+].O1CC[CH2:48][CH2:47]1. No catalyst specified. The product is [CH2:47]([C:4]([OH:3])([CH2:40][CH3:41])[CH2:5][O:6][C@H:7]1[CH2:8][C@H:9]([N:11]2[C:16](=[O:17])[C:15]([CH2:18][C:19]3[CH:24]=[CH:23][C:22]([C:25]4[C:26]([C:31]#[N:32])=[CH:27][CH:28]=[CH:29][CH:30]=4)=[CH:21][CH:20]=3)=[C:14]([CH2:33][CH2:34][CH3:35])[N:13]3[N:36]=[CH:37][N:38]=[C:12]23)[CH2:10]1)[CH3:48]. The yield is 0.760.